This data is from Full USPTO retrosynthesis dataset with 1.9M reactions from patents (1976-2016). The task is: Predict the reactants needed to synthesize the given product. (1) Given the product [F:1][C:2]1[C:7]([NH:8][CH2:9][C:10]2[CH:15]=[C:14]([C:16]3[CH:21]=[CH:20][CH:19]=[C:18]([F:22])[CH:17]=3)[CH:13]=[CH:12][C:11]=2[F:23])=[C:6]([CH3:24])[CH:5]=[CH:4][C:3]=1[O:25][CH2:33][C:34]([O:36][CH2:37][CH3:38])=[O:35], predict the reactants needed to synthesize it. The reactants are: [F:1][C:2]1[C:7]([NH:8][CH2:9][C:10]2[CH:15]=[C:14]([C:16]3[CH:21]=[CH:20][CH:19]=[C:18]([F:22])[CH:17]=3)[CH:13]=[CH:12][C:11]=2[F:23])=[C:6]([CH3:24])[CH:5]=[CH:4][C:3]=1[OH:25].C([O-])([O-])=O.[Cs+].[Cs+].Br[CH2:33][C:34]([O:36][CH2:37][CH3:38])=[O:35]. (2) Given the product [Cl:16][C:14]1[CH:15]=[C:10]([CH:8]([NH:7][C:5](=[O:6])[C:4]2[CH:3]=[C:2]([NH:32][C:28]3[O:27][CH:31]=[CH:30][N:29]=3)[N:25]=[C:24]([CH3:26])[CH:23]=2)[CH3:9])[CH:11]=[N:12][C:13]=1[O:17][CH2:18][C:19]([F:22])([F:21])[F:20], predict the reactants needed to synthesize it. The reactants are: Br[C:2]1[CH:3]=[C:4]([CH:23]=[C:24]([CH3:26])[N:25]=1)[C:5]([NH:7][CH:8]([C:10]1[CH:11]=[N:12][C:13]([O:17][CH2:18][C:19]([F:22])([F:21])[F:20])=[C:14]([Cl:16])[CH:15]=1)[CH3:9])=[O:6].[O:27]1[CH:31]=[CH:30][N:29]=[C:28]1[NH2:32]. (3) Given the product [CH3:20][N:19]([CH3:21])[C:11]1[CH:10]=[CH:9][C:8]2[CH:7]([C:22]3[CH:27]=[CH:26][CH:25]=[CH:24][C:23]=3[CH3:28])[C:6]3[C:15](=[CH:16][C:3]([CH2:45][NH:47][CH2:38][CH2:39][CH2:40][C:41]([O:43][CH3:44])=[O:42])=[CH:4][CH:5]=3)[Si:14]([CH3:17])([CH3:18])[C:13]=2[CH:12]=1, predict the reactants needed to synthesize it. The reactants are: CN[C:3]1[CH:16]=[C:15]2[C:6]([CH:7]([C:22]3[CH:27]=[CH:26][CH:25]=[CH:24][C:23]=3[CH3:28])[C:8]3[CH:9]=[CH:10][C:11]([N:19]([CH3:21])[CH3:20])=[CH:12][C:13]=3[Si:14]2([CH3:18])[CH3:17])=[CH:5][CH:4]=1.C([O-])([O-])=O.[K+].[K+].[I-].[K+].Br[CH2:38][CH2:39][CH2:40][C:41]([O:43][CH3:44])=[O:42].[C:45](#[N:47])C. (4) Given the product [C:1]([O:4][CH2:5][C:6]1([C:12]2[O:13][C:14]([C:25]3[CH:26]=[CH:27][C:28]([O:31][CH3:32])=[CH:29][CH:30]=3)=[C:15]([C:17]3[CH:22]=[CH:21][C:20]([O:23][CH3:24])=[CH:19][CH:18]=3)[N:16]=2)[CH2:11][CH2:10][N:9]([C:37](=[O:43])[N:54]([OH:55])[CH3:53])[CH2:8][CH2:7]1)(=[O:3])[CH3:2], predict the reactants needed to synthesize it. The reactants are: [C:1]([O:4][CH2:5][C:6]1([C:12]2[O:13][C:14]([C:25]3[CH:30]=[CH:29][C:28]([O:31][CH3:32])=[CH:27][CH:26]=3)=[C:15]([C:17]3[CH:22]=[CH:21][C:20]([O:23][CH3:24])=[CH:19][CH:18]=3)[N:16]=2)[CH2:11][CH2:10][NH:9][CH2:8][CH2:7]1)(=[O:3])[CH3:2].ClC(Cl)(O[C:37](=[O:43])OC(Cl)(Cl)Cl)Cl.C(N(CC)CC)C.Cl.[CH3:53][NH:54][OH:55]. (5) The reactants are: [CH2:1]([O:5][CH2:6][CH2:7][O:8][C:9]1[CH:14]=[CH:13][C:12]([C:15]2[CH:16]=[CH:17][C:18]3[N:24]([CH:25]=[O:26])[CH2:23][CH2:22][C:21]([C:27]([NH:29][C:30]4[CH:35]=[CH:34][C:33]([C@H:36]([OH:43])[C:37]5[CH:42]=[CH:41][CH:40]=[CH:39][N:38]=5)=[CH:32][CH:31]=4)=[O:28])=[CH:20][C:19]=3[CH:44]=2)=[CH:11][CH:10]=1)[CH2:2][CH2:3][CH3:4].ClC1C=CC=C(C(OO)=[O:53])C=1.S([O-])([O-])(=O)=S.[Na+].[Na+]. Given the product [CH2:1]([O:5][CH2:6][CH2:7][O:8][C:9]1[CH:10]=[CH:11][C:12]([C:15]2[CH:16]=[CH:17][C:18]3[N:24]([CH:25]=[O:26])[CH2:23][CH2:22][C:21]([C:27]([NH:29][C:30]4[CH:31]=[CH:32][C:33]([C@H:36]([OH:43])[C:37]5[CH:42]=[CH:41][CH:40]=[CH:39][N+:38]=5[O-:53])=[CH:34][CH:35]=4)=[O:28])=[CH:20][C:19]=3[CH:44]=2)=[CH:13][CH:14]=1)[CH2:2][CH2:3][CH3:4], predict the reactants needed to synthesize it. (6) Given the product [NH2:3][CH2:12][CH:13]([NH:17][C:18](=[O:24])[O:19][C:20]([CH3:22])([CH3:21])[CH3:23])[CH2:14][S:15][CH3:16], predict the reactants needed to synthesize it. The reactants are: O=C1C2C(=CC=CC=2)C(=O)[N:3]1[CH2:12][CH:13]([NH:17][C:18](=[O:24])[O:19][C:20]([CH3:23])([CH3:22])[CH3:21])[CH2:14][S:15][CH3:16].O.NN. (7) Given the product [CH3:45][O:46][C:47]1[CH:48]=[CH:49][C:50]([N:53]2[CH2:58][CH2:57][N:56]([CH2:2][C:3]3[N:4]=[C:5]([C:17]4[CH:22]=[CH:21][C:20]([C:23]([F:26])([F:24])[F:25])=[CH:19][CH:18]=4)[S:6][C:7]=3[CH2:8][S:9][C:10]3[CH:11]=[CH:12][C:13]([OH:16])=[CH:14][CH:15]=3)[CH2:55][CH2:54]2)=[CH:51][CH:52]=1, predict the reactants needed to synthesize it. The reactants are: O[CH2:2][C:3]1[N:4]=[C:5]([C:17]2[CH:22]=[CH:21][C:20]([C:23]([F:26])([F:25])[F:24])=[CH:19][CH:18]=2)[S:6][C:7]=1[CH2:8][S:9][C:10]1[CH:15]=[CH:14][C:13]([OH:16])=[CH:12][CH:11]=1.CS(OS(C)(=O)=O)(=O)=O.C(N(CC)C(C)C)(C)C.[CH3:45][O:46][C:47]1[CH:52]=[CH:51][C:50]([N:53]2[CH2:58][CH2:57][NH:56][CH2:55][CH2:54]2)=[CH:49][CH:48]=1.[OH-].[Na+]. (8) Given the product [NH2:20][C:16]1[C:15]([C@H:10]2[CH2:11][CH2:12][CH2:13][CH2:14][C@@H:9]2[O:8][C:6]2[CH:5]=[C:4]([F:23])[C:3]([S:24]([NH:27][C:28]3[N:29]=[CH:30][S:31][CH:32]=3)(=[O:25])=[O:26])=[C:2]([F:1])[CH:7]=2)=[CH:19][NH:18][N:17]=1, predict the reactants needed to synthesize it. The reactants are: [F:1][C:2]1[CH:7]=[C:6]([O:8][C@H:9]2[CH2:14][CH2:13][CH2:12][CH2:11][C@@H:10]2[C:15]2[C:16]([N+:20]([O-])=O)=[N:17][NH:18][CH:19]=2)[CH:5]=[C:4]([F:23])[C:3]=1[S:24]([NH:27][C:28]1[N:29]=[CH:30][S:31][CH:32]=1)(=[O:26])=[O:25].[Cl-].[NH4+].